From a dataset of Peptide-MHC class I binding affinity with 185,985 pairs from IEDB/IMGT. Regression. Given a peptide amino acid sequence and an MHC pseudo amino acid sequence, predict their binding affinity value. This is MHC class I binding data. (1) The peptide sequence is MTPGRGLSK. The MHC is HLA-A80:01 with pseudo-sequence HLA-A80:01. The binding affinity (normalized) is 0.0847. (2) The peptide sequence is VLQWASLAV. The MHC is HLA-A68:02 with pseudo-sequence HLA-A68:02. The binding affinity (normalized) is 0.137. (3) The peptide sequence is VEAMNHHL. The MHC is Mamu-A07 with pseudo-sequence Mamu-A07. The binding affinity (normalized) is 0. (4) The peptide sequence is TLYCVHQGI. The MHC is HLA-C06:02 with pseudo-sequence HLA-C06:02. The binding affinity (normalized) is 0. (5) The peptide sequence is FSIYSVSCF. The MHC is HLA-B15:03 with pseudo-sequence HLA-B15:03. The binding affinity (normalized) is 0.812. (6) The peptide sequence is SPYNSQNAV. The MHC is HLA-B54:01 with pseudo-sequence HLA-B54:01. The binding affinity (normalized) is 0.697. (7) The peptide sequence is YPHYMPTNL. The MHC is H-2-Ld with pseudo-sequence H-2-Ld. The binding affinity (normalized) is 0.791. (8) The binding affinity (normalized) is 0.571. The peptide sequence is IANQAAILM. The MHC is HLA-B35:01 with pseudo-sequence HLA-B35:01. (9) The peptide sequence is LAHRTRNAL. The MHC is HLA-B07:02 with pseudo-sequence HLA-B07:02. The binding affinity (normalized) is 0.888.